Dataset: Forward reaction prediction with 1.9M reactions from USPTO patents (1976-2016). Task: Predict the product of the given reaction. (1) Given the reactants [CH3:1][C:2]1[CH:3]=[C:4]([C:18]2[CH:19]=[C:20]([CH:25]=[CH:26][CH:27]=2)[C:21]([O:23]C)=[O:22])[O:5][C:6]=1[CH:7]=[C:8]1[C:16]2[C:11](=[CH:12][CH:13]=[CH:14][CH:15]=2)[NH:10][C:9]1=[O:17].Cl, predict the reaction product. The product is: [CH3:1][C:2]1[CH:3]=[C:4]([C:18]2[CH:19]=[C:20]([CH:25]=[CH:26][CH:27]=2)[C:21]([OH:23])=[O:22])[O:5][C:6]=1[CH:7]=[C:8]1[C:16]2[C:11](=[CH:12][CH:13]=[CH:14][CH:15]=2)[NH:10][C:9]1=[O:17]. (2) Given the reactants [C:1]([O:5][C:6]([NH:8][C@@H:9]1[CH2:12][NH:11][C@H:10]1[CH2:13][CH3:14])=[O:7])([CH3:4])([CH3:3])[CH3:2].Br[C:16]1[S:17][C:18]([C:22]([O:24][CH2:25][CH3:26])=[O:23])=[C:19]([CH3:21])[N:20]=1.C(N(C(C)C)CC)(C)C, predict the reaction product. The product is: [C:1]([O:5][C:6]([NH:8][C@@H:9]1[CH2:12][N:11]([C:16]2[S:17][C:18]([C:22]([O:24][CH2:25][CH3:26])=[O:23])=[C:19]([CH3:21])[N:20]=2)[C@H:10]1[CH2:13][CH3:14])=[O:7])([CH3:4])([CH3:3])[CH3:2]. (3) Given the reactants [CH3:1][S:2]([C:5]1[CH:6]=[CH:7][C:8]([O:14][CH:15]([CH3:20])[C:16]([F:19])([F:18])[F:17])=[C:9]([CH:13]=1)[C:10]([OH:12])=O)(=[O:4])=[O:3].Cl.[CH2:22]([S:24]([C:27]1[S:31][C:30]([N:32]2[CH2:37][CH2:36][NH:35][CH2:34][CH2:33]2)=[N:29][CH:28]=1)(=[O:26])=[O:25])[CH3:23], predict the reaction product. The product is: [CH2:22]([S:24]([C:27]1[S:31][C:30]([N:32]2[CH2:33][CH2:34][N:35]([C:10]([C:9]3[CH:13]=[C:5]([S:2]([CH3:1])(=[O:3])=[O:4])[CH:6]=[CH:7][C:8]=3[O:14][CH:15]([CH3:20])[C:16]([F:19])([F:18])[F:17])=[O:12])[CH2:36][CH2:37]2)=[N:29][CH:28]=1)(=[O:26])=[O:25])[CH3:23].